From a dataset of Full USPTO retrosynthesis dataset with 1.9M reactions from patents (1976-2016). Predict the reactants needed to synthesize the given product. (1) Given the product [CH3:30][CH:2]([CH3:1])[CH2:3][CH:4]([NH:20][C:21]1[CH:29]=[CH:28][C:24]([C:25]([NH:56][CH2:57][CH2:58][C:59]([O:61][CH3:62])=[O:60])=[O:27])=[CH:23][N:22]=1)[C:5]1[CH:6]=[CH:7][C:8]([N:11]2[CH:15]=[C:14]([C:16]([F:18])([F:17])[F:19])[CH:13]=[N:12]2)=[CH:9][CH:10]=1, predict the reactants needed to synthesize it. The reactants are: [CH3:1][CH:2]([CH3:30])[CH2:3][CH:4]([NH:20][C:21]1[CH:29]=[CH:28][C:24]([C:25]([OH:27])=O)=[CH:23][N:22]=1)[C:5]1[CH:10]=[CH:9][C:8]([N:11]2[CH:15]=[C:14]([C:16]([F:19])([F:18])[F:17])[CH:13]=[N:12]2)=[CH:7][CH:6]=1.F[P-](F)(F)(F)(F)F.N1(OC(N(C)C)=[N+](C)C)C2N=CC=CC=2N=N1.Cl.[NH2:56][CH2:57][CH2:58][C:59]([O:61][CH3:62])=[O:60].C(N(C(C)C)CC)(C)C. (2) Given the product [NH:27]1[C:28]2[C:24](=[CH:23][C:22]([CH:15]([C:16]3[CH:17]=[CH:18][CH:19]=[CH:20][CH:21]=3)[CH2:14][NH:13][CH3:12])=[CH:30][CH:29]=2)[CH:25]=[CH:26]1, predict the reactants needed to synthesize it. The reactants are: [H-].[Al+3].[Li+].[H-].[H-].[H-].C(O[C:12](=O)[NH:13][CH2:14][CH:15]([C:22]1[CH:23]=[C:24]2[C:28](=[CH:29][CH:30]=1)[NH:27][CH:26]=[CH:25]2)[C:16]1[CH:21]=[CH:20][CH:19]=[CH:18][CH:17]=1)(C)(C)C.O.O.O.O.O.O.O.O.O.O.S([O-])([O-])(=O)=O.[Na+].[Na+]. (3) Given the product [OH:38][CH:39]1[CH2:44][CH2:43][CH:42]([NH:45][CH2:2][CH2:3][CH2:4][S:5]([N:8]2[CH2:13][CH2:12][CH:11]([C:14]3[C:22]4[C:17](=[C:18]([C:29]([NH2:31])=[O:30])[CH:19]=[C:20]([C:23]5[CH:28]=[CH:27][CH:26]=[CH:25][CH:24]=5)[CH:21]=4)[NH:16][N:15]=3)[CH2:10][CH2:9]2)(=[O:7])=[O:6])[CH2:41][CH2:40]1, predict the reactants needed to synthesize it. The reactants are: Cl[CH2:2][CH2:3][CH2:4][S:5]([N:8]1[CH2:13][CH2:12][CH:11]([C:14]2[C:22]3[C:17](=[C:18]([C:29]([NH2:31])=[O:30])[CH:19]=[C:20]([C:23]4[CH:28]=[CH:27][CH:26]=[CH:25][CH:24]=4)[CH:21]=3)[NH:16][N:15]=2)[CH2:10][CH2:9]1)(=[O:7])=[O:6].C([O-])([O-])=O.[K+].[K+].[OH:38][CH:39]1[CH2:44][CH2:43][CH:42]([NH2:45])[CH2:41][CH2:40]1.[I-].[Na+]. (4) Given the product [C@H:1]([NH:5][S:6]([C:9]1[CH:10]=[CH:11][C:12]([F:18])=[C:13]([CH:17]=1)[C:14]([Cl:21])=[O:15])(=[O:8])=[O:7])([CH2:3][CH3:4])[CH3:2], predict the reactants needed to synthesize it. The reactants are: [C@H:1]([NH:5][S:6]([C:9]1[CH:10]=[CH:11][C:12]([F:18])=[C:13]([CH:17]=1)[C:14](O)=[O:15])(=[O:8])=[O:7])([CH2:3][CH3:4])[CH3:2].O=S(Cl)[Cl:21].